This data is from Peptide-MHC class I binding affinity with 185,985 pairs from IEDB/IMGT. The task is: Regression. Given a peptide amino acid sequence and an MHC pseudo amino acid sequence, predict their binding affinity value. This is MHC class I binding data. (1) The peptide sequence is YPITADKRI. The MHC is HLA-A03:01 with pseudo-sequence HLA-A03:01. The binding affinity (normalized) is 0.0847. (2) The MHC is HLA-A01:01 with pseudo-sequence HLA-A01:01. The binding affinity (normalized) is 0.00817. The peptide sequence is LFGAIAGFI. (3) The peptide sequence is ERYLKDQQL. The MHC is HLA-A02:03 with pseudo-sequence HLA-A02:03. The binding affinity (normalized) is 0. (4) The peptide sequence is RENQVAVVR. The MHC is HLA-B58:01 with pseudo-sequence HLA-B58:01. The binding affinity (normalized) is 0.0847. (5) The peptide sequence is VLQAGFFLLT. The binding affinity (normalized) is 0.404. The MHC is HLA-A02:01 with pseudo-sequence HLA-A02:01. (6) The binding affinity (normalized) is 0.762. The peptide sequence is AEMEEALRG. The MHC is HLA-B44:03 with pseudo-sequence HLA-B44:03. (7) The peptide sequence is TSNLQEQIGW. The MHC is HLA-B53:01 with pseudo-sequence HLA-B53:01. The binding affinity (normalized) is 0.0498. (8) The peptide sequence is SHAKVLVTF. The MHC is HLA-B18:01 with pseudo-sequence HLA-B18:01. The binding affinity (normalized) is 0.411.